Dataset: Full USPTO retrosynthesis dataset with 1.9M reactions from patents (1976-2016). Task: Predict the reactants needed to synthesize the given product. (1) The reactants are: [NH2:1][C:2]1[N:10]=[C:9]2[C:5]([NH:6][C:7](=[O:19])[N:8]2[C@H:11]2[CH2:16][CH2:15][C@H:14]([O:17][CH3:18])[CH2:13][CH2:12]2)=[C:4]([Cl:20])[N:3]=1.C(=O)([O-])[O-].[Cs+].[Cs+].C1C=CC(P(C2C(C3C(P(C4C=CC=CC=4)C4C=CC=CC=4)=CC=C4C=3C=CC=C4)=C3C(C=CC=C3)=CC=2)C2C=CC=CC=2)=CC=1.Br[C:74]1[CH:75]=[C:76]([CH:79]=[CH:80][C:81]=1[N+:82]([O-:84])=[O:83])[C:77]#[N:78]. Given the product [Cl:20][C:4]1[N:3]=[C:2]([NH:1][C:80]2[CH:79]=[C:76]([CH:75]=[CH:74][C:81]=2[N+:82]([O-:84])=[O:83])[C:77]#[N:78])[N:10]=[C:9]2[C:5]=1[NH:6][C:7](=[O:19])[N:8]2[C@H:11]1[CH2:12][CH2:13][C@H:14]([O:17][CH3:18])[CH2:15][CH2:16]1, predict the reactants needed to synthesize it. (2) Given the product [C:1]([C:3]1[CH:4]=[CH:5][C:6]([O:12][CH:13]([CH3:15])[CH3:14])=[C:7]([CH:11]=1)[C:8]([N:19]1[CH2:20][CH2:21][N:16]([C:22]2[S:23][C:24]([C:27]#[N:28])=[CH:25][N:26]=2)[CH2:17][CH2:18]1)=[O:10])#[N:2], predict the reactants needed to synthesize it. The reactants are: [C:1]([C:3]1[CH:4]=[CH:5][C:6]([O:12][CH:13]([CH3:15])[CH3:14])=[C:7]([CH:11]=1)[C:8]([OH:10])=O)#[N:2].[N:16]1([C:22]2[S:23][C:24]([C:27]#[N:28])=[CH:25][N:26]=2)[CH2:21][CH2:20][NH:19][CH2:18][CH2:17]1.